This data is from Merck oncology drug combination screen with 23,052 pairs across 39 cell lines. The task is: Regression. Given two drug SMILES strings and cell line genomic features, predict the synergy score measuring deviation from expected non-interaction effect. (1) Drug 1: CS(=O)(=O)CCNCc1ccc(-c2ccc3ncnc(Nc4ccc(OCc5cccc(F)c5)c(Cl)c4)c3c2)o1. Drug 2: Cc1nc(Nc2ncc(C(=O)Nc3c(C)cccc3Cl)s2)cc(N2CCN(CCO)CC2)n1. Cell line: SKOV3. Synergy scores: synergy=58.9. (2) Synergy scores: synergy=-3.45. Drug 2: NC(=O)c1cccc2cn(-c3ccc(C4CCCNC4)cc3)nc12. Drug 1: CCC1(O)CC2CN(CCc3c([nH]c4ccccc34)C(C(=O)OC)(c3cc4c(cc3OC)N(C)C3C(O)(C(=O)OC)C(OC(C)=O)C5(CC)C=CCN6CCC43C65)C2)C1. Cell line: SKMEL30. (3) Drug 1: CN1C(=O)C=CC2(C)C3CCC4(C)C(NC(=O)OCC(F)(F)F)CCC4C3CCC12. Drug 2: COC1CC2CCC(C)C(O)(O2)C(=O)C(=O)N2CCCCC2C(=O)OC(C(C)CC2CCC(OP(C)(C)=O)C(OC)C2)CC(=O)C(C)C=C(C)C(O)C(OC)C(=O)C(C)CC(C)C=CC=CC=C1C. Cell line: DLD1. Synergy scores: synergy=9.57.